Dataset: Catalyst prediction with 721,799 reactions and 888 catalyst types from USPTO. Task: Predict which catalyst facilitates the given reaction. (1) Reactant: CN1CCOCC1.[C:8]([C:10]1[CH:11]=[C:12]([NH:16][CH:17]([C:21]2[CH:26]=[CH:25][CH:24]=[CH:23][C:22]=2[F:27])[C:18]([OH:20])=O)[CH:13]=[CH:14][CH:15]=1)#[N:9].[NH2:28][C:29]1[CH:34]=[CH:33][C:32]([N:35]2[CH2:40][CH2:39][CH2:38][CH2:37][C:36]2=[O:41])=[C:31]([CH3:42])[CH:30]=1.Cl.CN(C)CCCN=C=NCC.O.OC1C2N=NNC=2C=CC=1. Product: [C:8]([C:10]1[CH:11]=[C:12]([NH:16][CH:17]([C:21]2[CH:26]=[CH:25][CH:24]=[CH:23][C:22]=2[F:27])[C:18]([NH:28][C:29]2[CH:34]=[CH:33][C:32]([N:35]3[CH2:40][CH2:39][CH2:38][CH2:37][C:36]3=[O:41])=[C:31]([CH3:42])[CH:30]=2)=[O:20])[CH:13]=[CH:14][CH:15]=1)#[N:9]. The catalyst class is: 18. (2) Reactant: [Cl:1][C:2]1[CH:3]=[C:4]([NH:17][C:18]2[C:27]3[C:22](=[CH:23][CH:24]=[C:25]([CH:28]=O)[CH:26]=3)[N:21]=[CH:20][N:19]=2)[CH:5]=[CH:6][C:7]=1[O:8][CH2:9][C:10]1[CH:15]=[CH:14][CH:13]=[C:12]([F:16])[CH:11]=1.Cl.[NH2:31][N:32]1[CH2:36][CH2:35][CH2:34][CH2:33]1.C(=O)(O)[O-].[Na+]. Product: [Cl:1][C:2]1[CH:3]=[C:4]([NH:17][C:18]2[C:27]3[C:22](=[CH:23][CH:24]=[C:25]([CH:28]=[N:31][N:32]4[CH2:36][CH2:35][CH2:34][CH2:33]4)[CH:26]=3)[N:21]=[CH:20][N:19]=2)[CH:5]=[CH:6][C:7]=1[O:8][CH2:9][C:10]1[CH:15]=[CH:14][CH:13]=[C:12]([F:16])[CH:11]=1. The catalyst class is: 30.